From a dataset of Full USPTO retrosynthesis dataset with 1.9M reactions from patents (1976-2016). Predict the reactants needed to synthesize the given product. (1) Given the product [CH3:1][O:2][CH2:3][CH2:4][O:5][C:6]1[CH:7]=[C:8]2[C:12](=[CH:13][CH:14]=1)[NH:11][C:10]([C:15]1[C:16]([CH3:22])=[N:17][N:18]([CH3:21])[C:19]=1[CH3:20])=[C:9]2/[CH:23]=[C:36]1\[O:37][C:33]2[CH:32]=[CH:31][C:30]([NH:29][C:27]([NH:26][CH3:25])=[O:28])=[CH:39][C:34]=2[C:35]\1=[O:38], predict the reactants needed to synthesize it. The reactants are: [CH3:1][O:2][CH2:3][CH2:4][O:5][C:6]1[CH:7]=[C:8]2[C:12](=[CH:13][CH:14]=1)[NH:11][C:10]([C:15]1[C:16]([CH3:22])=[N:17][N:18]([CH3:21])[C:19]=1[CH3:20])=[C:9]2[CH:23]=O.[CH3:25][NH:26][C:27]([NH:29][C:30]1[CH:31]=[CH:32][C:33]2[O:37][CH2:36][C:35](=[O:38])[C:34]=2[CH:39]=1)=[O:28]. (2) Given the product [C:1]([S:4][CH:5]([CH2:22][CH:23]([CH2:28][CH3:29])[CH2:24][CH2:25][CH2:26][CH3:27])[C:6]([NH:8][C@@H:9]([CH2:17][CH2:18][C:19]([NH2:21])=[O:20])[C:10]([OH:12])=[O:11])=[O:7])(=[O:3])[CH3:2], predict the reactants needed to synthesize it. The reactants are: [C:1]([S:4][CH:5]([CH2:22][CH:23]([CH2:28][CH3:29])[CH2:24][CH2:25][CH2:26][CH3:27])[C:6]([NH:8][C@@H:9]([CH2:17][CH2:18][C:19]([NH2:21])=[O:20])[C:10]([O:12]C(C)(C)C)=[O:11])=[O:7])(=[O:3])[CH3:2].C(C(O)=O)(F)(F)F. (3) Given the product [Cl:1][C:2]1[C:7]2[CH2:8][CH2:9][O:10][C:6]=2[C:5]([C@H:11]2[C@H:16]([OH:17])[C@@H:15]([OH:25])[C@H:14]([OH:33])[C@@H:13]([CH2:41][OH:42])[O:12]2)=[CH:4][C:3]=1[CH2:50][C:51]1[CH:52]=[CH:53][C:54]([O:57][CH3:58])=[CH:55][CH:56]=1, predict the reactants needed to synthesize it. The reactants are: [Cl:1][C:2]1[C:7]2[CH2:8][CH2:9][O:10][C:6]=2[C:5]([CH:11]2[C@H:16]([O:17]CC3C=CC=CC=3)[C@@H:15]([O:25]CC3C=CC=CC=3)[C@H:14]([O:33]CC3C=CC=CC=3)[C@@H:13]([CH2:41][O:42]CC3C=CC=CC=3)[O:12]2)=[CH:4][C:3]=1[CH2:50][C:51]1[CH:56]=[CH:55][C:54]([O:57][CH3:58])=[CH:53][CH:52]=1.